From a dataset of Tox21: 12 toxicity assays (nuclear receptors and stress response pathways). Binary classification across 12 toxicity assays. (1) The drug is CC(=O)OCC(=O)[C@@]1(OC(C)=O)[C@@H](C)C[C@H]2[C@@H]3C[C@H](F)C4=CC(=O)C=C[C@]4(C)[C@@]3(F)[C@@H](O)C[C@@]21C. It tested positive (active) for: NR-AR (Androgen Receptor agonist activity), NR-AR-LBD (Androgen Receptor Ligand Binding Domain agonist), and SR-MMP (Mitochondrial Membrane Potential disruption). (2) The molecule is Nc1ncnc(Nc2ccc(Cl)cc2)n1. It tested positive (active) for: NR-AhR (Aryl hydrocarbon Receptor agonist activity), NR-ER (Estrogen Receptor agonist activity), and SR-ATAD5 (ATAD5 genotoxicity (DNA damage)). (3) The compound is CCNc1nc(NC(C)(C)C)nc(SC)n1. It tested positive (active) for: SR-ARE (Antioxidant Response Element (oxidative stress)), and SR-MMP (Mitochondrial Membrane Potential disruption). (4) The drug is Cc1cc(C)c(NC(=O)C[C@H](CC(=O)[O-])c2cccc3ccccc23)c(C(=O)N2CCC3(CCCC3)CC2)c1. It tested positive (active) for: NR-ER (Estrogen Receptor agonist activity). (5) The drug is CNC(=O)Oc1cccc(N=CN(C)C)c1. It tested positive (active) for: SR-ARE (Antioxidant Response Element (oxidative stress)).